Dataset: Forward reaction prediction with 1.9M reactions from USPTO patents (1976-2016). Task: Predict the product of the given reaction. The product is: [O:1]=[C:2]1[C:11]2[C:6](=[CH:7][CH:8]=[CH:9][CH:10]=2)[N:5]=[C:4]([CH2:12][CH2:13][CH2:14][C:15]([N:25]2[CH2:30][CH2:29][CH:28]([C:31]3[O:35][C:34]([C:36]4[CH:37]=[C:38]([CH:41]=[CH:42][CH:43]=4)[C:39]#[N:40])=[N:33][N:32]=3)[CH2:27][CH2:26]2)=[O:17])[NH:3]1. Given the reactants [O:1]=[C:2]1[C:11]2[C:6](=[CH:7][CH:8]=[CH:9][CH:10]=2)[N:5]=[C:4]([CH2:12][CH2:13][CH2:14][C:15]([OH:17])=O)[NH:3]1.FC(F)(F)C(O)=O.[NH:25]1[CH2:30][CH2:29][CH:28]([C:31]2[O:35][C:34]([C:36]3[CH:37]=[C:38]([CH:41]=[CH:42][CH:43]=3)[C:39]#[N:40])=[N:33][N:32]=2)[CH2:27][CH2:26]1, predict the reaction product.